This data is from Catalyst prediction with 721,799 reactions and 888 catalyst types from USPTO. The task is: Predict which catalyst facilitates the given reaction. (1) Reactant: [CH3:1][CH:2]([C:4]1[CH:5]=[CH:6][CH:7]=[C:8]([CH:11]([CH3:13])[CH3:12])[C:9]=1[OH:10])[CH3:3].[C:14](Cl)([Cl:16])=[O:15].CN(C)C1C=CC=CC=1. Product: [CH:11]([C:8]1[CH:7]=[CH:6][CH:5]=[C:4]([CH:2]([CH3:1])[CH3:3])[C:9]=1[O:10][C:14]([Cl:16])=[O:15])([CH3:13])[CH3:12]. The catalyst class is: 11. (2) Reactant: [CH3:1][O:2][C:3]1[N:8]=[CH:7][C:6]([C:9](OC)=[O:10])=[C:5]([CH2:13][CH2:14][C@H:15]2[CH2:20][CH2:19][C@H:18]([C:21]([O:23][CH3:24])=[O:22])[CH2:17][NH:16]2)[CH:4]=1.C[Al](C)C. Product: [CH3:1][O:2][C:3]1[N:8]=[CH:7][C:6]2[C:9](=[O:10])[N:16]3[CH2:17][C@H:18]([C:21]([O:23][CH3:24])=[O:22])[CH2:19][CH2:20][C@H:15]3[CH2:14][CH2:13][C:5]=2[CH:4]=1. The catalyst class is: 2. (3) Reactant: [CH:1]12[C:13](=[O:14])[O:12][C:10](=[O:11])[CH:2]1[CH:3]1[C:8](=[O:9])[O:7][C:5](=[O:6])[CH:4]12.[CH:15]1[CH:20]=[C:19]([NH2:21])[CH:18]=[C:17]([C:22]([NH2:24])=[O:23])[CH:16]=1. Product: [CH:2]12[C:10](=[O:11])[O:12][C:13](=[O:14])[CH:1]1[CH:4]1[C:5](=[O:6])[O:7][C:8](=[O:9])[CH:3]12.[CH:15]1[CH:20]=[C:19]([NH2:21])[CH:18]=[C:17]([C:22]([NH2:24])=[O:23])[CH:16]=1. The catalyst class is: 37. (4) Product: [Cl:5][C:6]1[CH:7]=[CH:8][C:9]([OH:22])=[C:10]([O:12][C:13]2[O:17][C:16]([C:18]([O:20][CH3:21])=[O:19])=[CH:15][CH:14]=2)[CH:11]=1. The catalyst class is: 4. Reactant: B(Br)(Br)Br.[Cl:5][C:6]1[CH:7]=[CH:8][C:9]([O:22]C)=[C:10]([O:12][C:13]2[O:17][C:16]([C:18]([O:20][CH3:21])=[O:19])=[CH:15][CH:14]=2)[CH:11]=1. (5) Reactant: [Cl:1][C:2]1[CH:3]=[C:4]([CH3:18])[C:5]2[O:10][CH:9]([C:11]3[CH:16]=[CH:15][CH:14]=[CH:13][CH:12]=3)[CH2:8][NH:7][C:6]=2[CH:17]=1.N1C=CC=CC=1.[CH2:25]([O:27][C:28](=[O:34])/[CH:29]=[CH:30]/[C:31](Cl)=[O:32])[CH3:26]. Product: [CH2:25]([O:27][C:28](=[O:34])/[CH:29]=[CH:30]/[C:31]([N:7]1[C:6]2[CH:17]=[C:2]([Cl:1])[CH:3]=[C:4]([CH3:18])[C:5]=2[O:10][CH:9]([C:11]2[CH:16]=[CH:15][CH:14]=[CH:13][CH:12]=2)[CH2:8]1)=[O:32])[CH3:26]. The catalyst class is: 13. (6) Reactant: [F:1][C:2]1[CH:11]=[C:10]2[C:5]([CH:6]=[CH:7][CH:8]=[N:9]2)=[CH:4][C:3]=1[CH:12]=[O:13].[CH3:14][Mg]Br.[NH4+].[Cl-]. Product: [F:1][C:2]1[CH:11]=[C:10]2[C:5]([CH:6]=[CH:7][CH:8]=[N:9]2)=[CH:4][C:3]=1[CH:12]([OH:13])[CH3:14]. The catalyst class is: 1.